Dataset: Reaction yield outcomes from USPTO patents with 853,638 reactions. Task: Predict the reaction yield, written as a fraction of the theoretical maximum amount of product (1.0 means a 100% yield; for example, 0.34 means a 34% yield). (1) The reactants are [Br:1][C:2]1[CH:7]=[C:6]([O:8][CH3:9])[CH:5]=[C:4]([Cl:10])[CH:3]=1.[Cl:11]N1C(=O)N(Cl)C(=O)N(Cl)C1=O. The catalyst is CN(C=O)C. The product is [Br:1][C:2]1[CH:7]=[C:6]([O:8][CH3:9])[CH:5]=[C:4]([Cl:10])[C:3]=1[Cl:11]. The yield is 0.730. (2) The reactants are [CH2:1]([O:3][C:4]1[CH:5]=[C:6]([CH:9]=[C:10]([S:13][CH3:14])[C:11]=1[OH:12])[CH:7]=O)[CH3:2].[C:15]1([C:21](=O)[CH2:22][C:23]2[CH:28]=[CH:27][CH:26]=[CH:25][CH:24]=2)[CH:20]=[CH:19][CH:18]=[CH:17][CH:16]=1.[NH2:30][C:31]([NH2:33])=[O:32].Cl. The catalyst is C(O)C. The product is [CH2:1]([O:3][C:4]1[CH:5]=[C:6]([CH:7]2[C:22]([C:23]3[CH:28]=[CH:27][CH:26]=[CH:25][CH:24]=3)=[C:21]([C:15]3[CH:20]=[CH:19][CH:18]=[CH:17][CH:16]=3)[NH:33][C:31](=[O:32])[NH:30]2)[CH:9]=[C:10]([S:13][CH3:14])[C:11]=1[OH:12])[CH3:2]. The yield is 0.330. (3) The reactants are NC1C=CC=CC=1NC[N:10]1[CH2:14][CH:13]([CH2:15][CH2:16][CH3:17])[CH2:12][C:11]1=[O:18].C(=O)CC.C(O)(=O)C. The catalyst is O1CCOCC1. The product is [CH2:15]([CH:13]1[CH2:14][NH:10][C:11](=[O:18])[CH2:12]1)[CH2:16][CH3:17]. The yield is 0.330. (4) The reactants are C([O:3][C:4]([C@@:6]12[CH2:24][C@H:23]1[CH:22]=[CH:21][CH2:20][CH2:19][CH2:18][CH2:17][CH2:16][C@H:15]([NH:25][C:26]([O:28][C:29]([CH3:32])([CH3:31])[CH3:30])=[O:27])[C:14](=[O:33])[N:13]1[C@@H:9]([CH2:10][C@@H:11]([O:34][C:35]([N:37]3[CH2:45][C:44]4[C:39](=[CH:40][CH:41]=[CH:42][CH:43]=4)[CH2:38]3)=[O:36])[CH2:12]1)[C:8](=[O:46])[NH:7]2)=[O:5])C.O[Li].O. The catalyst is C(Cl)Cl.CO. The product is [C:29]([O:28][C:26]([NH:25][C@@H:15]1[C:14](=[O:33])[N:13]2[C@@H:9]([CH2:10][C@@H:11]([O:34][C:35]([N:37]3[CH2:38][C:39]4[C:44](=[CH:43][CH:42]=[CH:41][CH:40]=4)[CH2:45]3)=[O:36])[CH2:12]2)[C:8](=[O:46])[NH:7][C@@:6]2([C:4]([OH:5])=[O:3])[C@@H:23]([CH2:24]2)[CH:22]=[CH:21][CH2:20][CH2:19][CH2:18][CH2:17][CH2:16]1)=[O:27])([CH3:32])([CH3:30])[CH3:31]. The yield is 0.870. (5) The reactants are [F:1][C:2]1[CH:23]=[C:22]([F:24])[CH:21]=[CH:20][C:3]=1[O:4][C:5]1[C:14]([O:15][CH3:16])=[CH:13][C:12]([N+:17]([O-])=O)=[C:11]2[C:6]=1[CH:7]=[CH:8][CH:9]=[N:10]2.[PH2]([O-])=O.[Na+]. The catalyst is C1COCC1. The product is [F:1][C:2]1[CH:23]=[C:22]([F:24])[CH:21]=[CH:20][C:3]=1[O:4][C:5]1[C:14]([O:15][CH3:16])=[CH:13][C:12]([NH2:17])=[C:11]2[C:6]=1[CH:7]=[CH:8][CH:9]=[N:10]2. The yield is 0.750. (6) The product is [CH3:32][C@@H:28]1[CH2:27][CH2:26][C@H:25]([NH:24][C:2]2[C:7]([C:8]([F:11])([F:10])[F:9])=[CH:6][N:5]=[C:4]([NH:12][CH2:13][C:14]3[CH:15]=[N:16][CH:17]=[CH:18][C:19]=3[C:20]([F:23])([F:22])[F:21])[N:3]=2)[CH2:30][C@H:29]1[OH:31]. The yield is 0.473. The reactants are Cl[C:2]1[C:7]([C:8]([F:11])([F:10])[F:9])=[CH:6][N:5]=[C:4]([NH:12][CH2:13][C:14]2[CH:15]=[N:16][CH:17]=[CH:18][C:19]=2[C:20]([F:23])([F:22])[F:21])[N:3]=1.[NH2:24][C@@H:25]1[CH2:30][C@@H:29]([OH:31])[C@H:28]([CH3:32])[CH2:27][CH2:26]1.CCN(C(C)C)C(C)C. The catalyst is C1COCC1.